Predict the product of the given reaction. From a dataset of Forward reaction prediction with 1.9M reactions from USPTO patents (1976-2016). (1) Given the reactants [CH:1]1([C:6]([OH:28])([C:22]2[CH:27]=[CH:26][CH:25]=[CH:24][CH:23]=2)[C:7]([NH:9][C@H:10]2[CH2:14][CH2:13][N:12](CC3C=CC=CC=3)[CH2:11]2)=[O:8])[CH2:5][CH2:4][CH2:3][CH2:2]1, predict the reaction product. The product is: [CH:1]1([C:6]([OH:28])([C:22]2[CH:23]=[CH:24][CH:25]=[CH:26][CH:27]=2)[C:7]([NH:9][C@H:10]2[CH2:14][CH2:13][NH:12][CH2:11]2)=[O:8])[CH2:5][CH2:4][CH2:3][CH2:2]1. (2) Given the reactants [OH-].[Na+].[Cl:3][C:4]1[CH:9]=[C:8]([Cl:10])[CH:7]=[CH:6][C:5]=1[C:11]1[CH:16]=[CH:15][C:14]([NH:17][CH2:18][C:19]2[CH:24]=[C:23]([O:25][CH3:26])[CH:22]=[CH:21][C:20]=2[C:27]2[CH:28]=[CH:29][C:30]([C:33]([NH:35][CH2:36][CH2:37][C:38]([O:40]CC)=[O:39])=[O:34])=[N:31][CH:32]=2)=[CH:13][CH:12]=1, predict the reaction product. The product is: [Cl:3][C:4]1[CH:9]=[C:8]([Cl:10])[CH:7]=[CH:6][C:5]=1[C:11]1[CH:16]=[CH:15][C:14]([NH:17][CH2:18][C:19]2[CH:24]=[C:23]([O:25][CH3:26])[CH:22]=[CH:21][C:20]=2[C:27]2[CH:28]=[CH:29][C:30]([C:33]([NH:35][CH2:36][CH2:37][C:38]([OH:40])=[O:39])=[O:34])=[N:31][CH:32]=2)=[CH:13][CH:12]=1.